Dataset: Reaction yield outcomes from USPTO patents with 853,638 reactions. Task: Predict the reaction yield, written as a fraction of the theoretical maximum amount of product (1.0 means a 100% yield; for example, 0.34 means a 34% yield). (1) The reactants are [Br:1][C:2]1[CH:10]=[CH:9][C:5]2[CH:6]=[CH:7][S:8][C:4]=2[C:3]=1[OH:11].[C:12](=O)([O-])[O-].[K+].[K+].S(OC)(OC)(=O)=O. The catalyst is CC(C)=O. The product is [Br:1][C:2]1[CH:10]=[CH:9][C:5]2[CH:6]=[CH:7][S:8][C:4]=2[C:3]=1[O:11][CH3:12]. The yield is 0.840. (2) The reactants are [OH:1][C:2]1[CH:7]=[CH:6][C:5]([C:8]2[CH:13]=[CH:12][C:11]([C:14]#[N:15])=[CH:10][CH:9]=2)=[CH:4][C:3]=1I.C(N(CC)CC)C.[CH2:24]([OH:28])[CH2:25][C:26]#[CH:27]. The catalyst is CN(C)C=O.ClCCl.CCCCCC. The product is [OH:28][CH2:24][CH2:25][C:26]1[O:1][C:2]2[CH:7]=[CH:6][C:5]([C:8]3[CH:13]=[CH:12][C:11]([C:14]#[N:15])=[CH:10][CH:9]=3)=[CH:4][C:3]=2[CH:27]=1. The yield is 0.950. (3) The reactants are [NH2:1][C:2]1[CH:7]=[CH:6][C:5]([N:8]2[C:14](=[O:15])[CH2:13][C:12](=[O:16])[NH:11][C:10]3[C:17]4[C:22]([CH:23]=[CH:24][C:9]2=3)=[CH:21][CH:20]=[CH:19][CH:18]=4)=[CH:4][CH:3]=1.[CH3:25][C:26]1[C:27]([C:32](Cl)=[O:33])=[N:28][CH:29]=[CH:30][CH:31]=1.NC1C=CC(N2C(=O)CC(=O)NC3C(CC)=CC=CC2=3)=CC=1. No catalyst specified. The product is [CH3:25][C:26]1[C:27]([C:32]([NH:1][C:2]2[CH:7]=[CH:6][C:5]([N:8]3[C:14](=[O:15])[CH2:13][C:12](=[O:16])[NH:11][C:10]4[C:17]5[C:22]([CH:23]=[CH:24][C:9]3=4)=[CH:21][CH:20]=[CH:19][CH:18]=5)=[CH:4][CH:3]=2)=[O:33])=[N:28][CH:29]=[CH:30][CH:31]=1. The yield is 0.870. (4) The reactants are [O:1]1[CH:5]=[CH:4][CH:3]=[C:2]1[C:6]1[N:11]=[C:10]([NH2:12])[CH:9]=[N:8][C:7]=1[C:13]1[CH:18]=[CH:17][N:16]=[CH:15][CH:14]=1.[Br:19]N1C(=O)CCC1=O. The catalyst is CS(C)=O.O. The product is [Br:19][C:9]1[C:10]([NH2:12])=[N:11][C:6]([C:2]2[O:1][CH:5]=[CH:4][CH:3]=2)=[C:7]([C:13]2[CH:18]=[CH:17][N:16]=[CH:15][CH:14]=2)[N:8]=1. The yield is 0.750. (5) The reactants are [NH2:1][C:2]1[C:3]([C:14]([OH:16])=O)=[N:4][C:5]([C:8]2[CH:13]=[CH:12][CH:11]=[CH:10][CH:9]=2)=[CH:6][N:7]=1.Cl.C(N=C=NCCCN(C)C)C.ON1C2C=CC=CC=2N=N1.CN1CCOCC1.[CH2:46]([NH2:53])[C:47]1[CH:52]=[CH:51][CH:50]=[CH:49][CH:48]=1. The catalyst is ClCCl.C(OCC)(=O)C. The product is [NH2:1][C:2]1[C:3]([C:14]([NH:53][CH2:46][C:47]2[CH:52]=[CH:51][CH:50]=[CH:49][CH:48]=2)=[O:16])=[N:4][C:5]([C:8]2[CH:9]=[CH:10][CH:11]=[CH:12][CH:13]=2)=[CH:6][N:7]=1. The yield is 0.670. (6) The yield is 0.850. The catalyst is C1COCC1.[OH-].[Na+]. The reactants are [C:1](Cl)(=[O:4])[CH:2]=[CH2:3].[C:6]([NH:13][C@H:14]([C:20]([OH:22])=[O:21])[CH2:15][CH2:16][CH2:17][CH2:18][NH2:19])([O:8][C:9]([CH3:12])([CH3:11])[CH3:10])=[O:7]. The product is [C:9]([O:8][C:6]([NH:13][C@@H:14]([CH2:15][CH2:16][CH2:17][CH2:18][NH:19][C:1](=[O:4])[CH:2]=[CH2:3])[C:20]([OH:22])=[O:21])=[O:7])([CH3:12])([CH3:11])[CH3:10]. (7) The reactants are [O:1]=[C:2](Cl)OC(Cl)(Cl)Cl.C1(C)C=CC=CC=1.O1CCCC1.[F:21][C:22]1[CH:27]=[C:26]([I:28])[CH:25]=[CH:24][C:23]=1[NH:29][C:30](=[O:56])[C@@H:31]([NH:37][C:38](=[O:55])[C@H:39]([NH2:54])[C:40]1[CH:45]=[CH:44][C:43]([O:46][CH2:47][CH2:48][O:49][C:50]([CH3:53])([CH3:52])[CH3:51])=[CH:42][CH:41]=1)[CH2:32][C:33]([CH3:36])([CH3:35])[CH3:34].C(N(CC)C(C)C)(C)C. The catalyst is O1CCCC1.O. The product is [F:21][C:22]1[CH:27]=[C:26]([I:28])[CH:25]=[CH:24][C:23]=1[NH:29][C:30](=[O:56])[C@@H:31]([N:37]1[C:38](=[O:55])[C@@H:39]([C:40]2[CH:41]=[CH:42][C:43]([O:46][CH2:47][CH2:48][O:49][C:50]([CH3:53])([CH3:52])[CH3:51])=[CH:44][CH:45]=2)[NH:54][C:2]1=[O:1])[CH2:32][C:33]([CH3:36])([CH3:35])[CH3:34]. The yield is 0.950. (8) The reactants are [N:1]([CH2:4][CH:5]([OH:21])[CH2:6][CH:7]1[C:16]2[CH:15]=[CH:14][S:13][C:12]=2[CH2:11][CH2:10][C:9]2[CH:17]=[CH:18][CH:19]=[CH:20][C:8]1=2)=[N+]=[N-].C1C=CC(P(C2C=CC=CC=2)C2C=CC=CC=2)=CC=1.O. The catalyst is C1COCC1. The product is [NH2:1][CH2:4][CH:5]([OH:21])[CH2:6][CH:7]1[C:16]2[CH:15]=[CH:14][S:13][C:12]=2[CH2:11][CH2:10][C:9]2[CH:17]=[CH:18][CH:19]=[CH:20][C:8]1=2. The yield is 0.780. (9) The reactants are [C:1]([O:5][C:6](=[O:35])[NH:7][C:8]1[S:9][C:10]([CH:14]([C:16]2[C:24]3[C:19](=[N:20][CH:21]=[C:22]([Cl:25])[CH:23]=3)[N:18]([S:26]([C:29]3[CH:34]=[CH:33][CH:32]=[CH:31][CH:30]=3)(=[O:28])=[O:27])[CH:17]=2)O)=[C:11]([Cl:13])[N:12]=1)([CH3:4])([CH3:3])[CH3:2].C([SiH](CC)CC)C.FC(F)(F)C(O)=O. The catalyst is ClCCl. The product is [C:1]([O:5][C:6](=[O:35])[NH:7][C:8]1[S:9][C:10]([CH2:14][C:16]2[C:24]3[C:19](=[N:20][CH:21]=[C:22]([Cl:25])[CH:23]=3)[N:18]([S:26]([C:29]3[CH:34]=[CH:33][CH:32]=[CH:31][CH:30]=3)(=[O:27])=[O:28])[CH:17]=2)=[C:11]([Cl:13])[N:12]=1)([CH3:4])([CH3:2])[CH3:3]. The yield is 0.887. (10) The reactants are Cl.[N+:2]([C:5]1[CH:14]=[C:13]2[C:8]([CH2:9][CH2:10][NH:11][CH2:12]2)=[CH:7][CH:6]=1)([O-:4])=[O:3].C(N(CC)CC)C.[C:22](O[C:22]([O:24][C:25]([CH3:28])([CH3:27])[CH3:26])=[O:23])([O:24][C:25]([CH3:28])([CH3:27])[CH3:26])=[O:23]. The catalyst is ClCCl. The product is [N+:2]([C:5]1[CH:14]=[C:13]2[C:8]([CH2:9][CH2:10][N:11]([C:22]([O:24][C:25]([CH3:28])([CH3:27])[CH3:26])=[O:23])[CH2:12]2)=[CH:7][CH:6]=1)([O-:4])=[O:3]. The yield is 1.04.